Task: Regression. Given two drug SMILES strings and cell line genomic features, predict the synergy score measuring deviation from expected non-interaction effect.. Dataset: NCI-60 drug combinations with 297,098 pairs across 59 cell lines Drug 1: CC1OCC2C(O1)C(C(C(O2)OC3C4COC(=O)C4C(C5=CC6=C(C=C35)OCO6)C7=CC(=C(C(=C7)OC)O)OC)O)O. Drug 2: C(CC(=O)O)C(=O)CN.Cl. Cell line: HOP-62. Synergy scores: CSS=10.1, Synergy_ZIP=-6.65, Synergy_Bliss=-6.55, Synergy_Loewe=-18.2, Synergy_HSA=-4.16.